Dataset: Reaction yield outcomes from USPTO patents with 853,638 reactions. Task: Predict the reaction yield, written as a fraction of the theoretical maximum amount of product (1.0 means a 100% yield; for example, 0.34 means a 34% yield). (1) The reactants are [CH:1]([C:4]1[CH:8]=[C:7]([C:9]2[CH:14]=[CH:13][CH:12]=[CH:11][CH:10]=2)[NH:6][N:5]=1)([CH3:3])[CH3:2].Cl[CH2:16][C:17]1[CH:22]=[CH:21][C:20]([CH2:23][OH:24])=[CH:19][CH:18]=1. No catalyst specified. The product is [CH:1]([C:4]1[CH:8]=[C:7]([C:9]2[CH:14]=[CH:13][CH:12]=[CH:11][CH:10]=2)[N:6]([CH2:16][C:17]2[CH:22]=[CH:21][C:20]([CH2:23][OH:24])=[CH:19][CH:18]=2)[N:5]=1)([CH3:3])[CH3:2]. The yield is 0.0900. (2) The reactants are [CH2:1]([C:3]1[N:4]([CH2:11][CH2:12][O:13][C:14]2[CH:19]=[CH:18][C:17]([N+:20]([O-])=O)=[CH:16][CH:15]=2)[C:5](=[O:10])[CH:6]=[C:7]([CH3:9])[N:8]=1)[CH3:2].[H][H]. The catalyst is O1CCOCC1.[Pd]. The product is [CH2:1]([C:3]1[N:4]([CH2:11][CH2:12][O:13][C:14]2[CH:15]=[CH:16][C:17]([NH2:20])=[CH:18][CH:19]=2)[C:5](=[O:10])[CH:6]=[C:7]([CH3:9])[N:8]=1)[CH3:2]. The yield is 0.700. (3) The reactants are O1[C:6]2[CH:7]=[CH:8][CH:9]=[C:10]([N:11]3[CH2:16][CH2:15][N:14]([CH2:17][CH2:18][CH:19]([CH:31]=[O:32])[C:20]4[CH:25]=[CH:24][CH:23]=[CH:22][C:21]=4OC(F)(F)F)[CH2:13][CH2:12]3)[C:5]=2[O:4][CH2:3]C1.C(C(C1C=CC=CC=1)CCN1CCN(C2C=CC([F:50])=CC=2OC)CC1)#N. No catalyst specified. The product is [F:50][C:7]1[CH:8]=[CH:9][C:10]([N:11]2[CH2:16][CH2:15][N:14]([CH2:17][CH2:18][CH:19]([CH:31]=[O:32])[C:20]3[CH:21]=[CH:22][CH:23]=[CH:24][CH:25]=3)[CH2:13][CH2:12]2)=[C:5]([O:4][CH3:3])[CH:6]=1. The yield is 0.550.